From a dataset of Peptide-MHC class II binding affinity with 134,281 pairs from IEDB. Regression. Given a peptide amino acid sequence and an MHC pseudo amino acid sequence, predict their binding affinity value. This is MHC class II binding data. (1) The peptide sequence is VSTFSSGLVWGQKYF. The MHC is HLA-DPA10103-DPB10401 with pseudo-sequence HLA-DPA10103-DPB10401. The binding affinity (normalized) is 0.668. (2) The peptide sequence is STLQEQIGWMTNNPPIPV. The MHC is DRB1_0405 with pseudo-sequence DRB1_0405. The binding affinity (normalized) is 0.606. (3) The peptide sequence is EAVLEDPYILLVSSK. The MHC is DRB1_0901 with pseudo-sequence DRB1_0901. The binding affinity (normalized) is 0. (4) The peptide sequence is AGAEPAGKATTEEQK. The MHC is DRB1_1501 with pseudo-sequence DRB1_1501. The binding affinity (normalized) is 0. (5) The peptide sequence is EAMDTISVFLHSEEG. The MHC is HLA-DQA10201-DQB10301 with pseudo-sequence HLA-DQA10201-DQB10301. The binding affinity (normalized) is 0.607. (6) The peptide sequence is AFKVNATAANAAPAN. The MHC is DRB1_0701 with pseudo-sequence DRB1_0701. The binding affinity (normalized) is 0.581. (7) The peptide sequence is EGKIILVAVHVASGYIE. The MHC is HLA-DQA10301-DQB10301 with pseudo-sequence HLA-DQA10301-DQB10301. The binding affinity (normalized) is 0.441.